From a dataset of Reaction yield outcomes from USPTO patents with 853,638 reactions. Predict the reaction yield, written as a fraction of the theoretical maximum amount of product (1.0 means a 100% yield; for example, 0.34 means a 34% yield). (1) The reactants are [CH2:1]([C:3]1[C:4]([O:16]C)=[N:5][C:6]([CH3:15])=[C:7]([C:9]2[O:10][C:11]([CH3:14])=[N:12][N:13]=2)[CH:8]=1)[CH3:2].[I-].[Na+].Cl[Si](C)(C)C. The catalyst is C(#N)C. The product is [CH2:1]([C:3]1[C:4](=[O:16])[NH:5][C:6]([CH3:15])=[C:7]([C:9]2[O:10][C:11]([CH3:14])=[N:12][N:13]=2)[CH:8]=1)[CH3:2]. The yield is 0.430. (2) The reactants are [C:1]([O:5][C:6]([N:8]1[CH2:12][C@@H:11]([F:13])[CH2:10][C@H:9]1[CH2:14][O:15][CH2:16][CH2:17][CH2:18]/[CH:19]=[CH:20]/[C:21]([O:23][CH3:24])=[O:22])=[O:7])([CH3:4])([CH3:3])[CH3:2]. The catalyst is CO.[Pd]. The product is [C:1]([O:5][C:6]([N:8]1[CH2:12][C@@H:11]([F:13])[CH2:10][C@H:9]1[CH2:14][O:15][CH2:16][CH2:17][CH2:18][CH:19]=[CH:20][C:21]([O:23][CH3:24])=[O:22])=[O:7])([CH3:4])([CH3:3])[CH3:2]. The yield is 1.00. (3) The reactants are FC(F)(F)C(O)=O.[CH2:8]([O:10][C:11](=[O:52])[CH2:12][C:13]1[N:14]=[C:15]([C:18]2[CH:23]=[CH:22][C:21]([C:24]([C:29]3[CH:34]=[CH:33][C:32]([CH2:35][CH2:36][CH:37]([O:42][Si](C(C)(C)C)(C)C)[C:38]([CH3:41])([CH3:40])[CH3:39])=[C:31]([CH3:50])[CH:30]=3)([CH2:27][CH3:28])[CH2:25][CH3:26])=[CH:20][C:19]=2[CH3:51])[S:16][CH:17]=1)C. The catalyst is ClCCl. The product is [CH3:8][O:10][C:11](=[O:52])[CH2:12][C:13]1[N:14]=[C:15]([C:18]2[CH:23]=[CH:22][C:21]([C:24]([CH2:27][CH3:28])([C:29]3[CH:34]=[CH:33][C:32]([CH2:35][CH2:36][CH:37]([OH:42])[C:38]([CH3:40])([CH3:41])[CH3:39])=[C:31]([CH3:50])[CH:30]=3)[CH2:25][CH3:26])=[CH:20][C:19]=2[CH3:51])[S:16][CH:17]=1. The yield is 0.930. (4) The reactants are [CH3:1][O:2][CH2:3][C:4]1[N:5]=[C:6]([CH3:26])[NH:7][C:8](=[O:25])[C:9]=1[CH2:10][C:11]1[CH:16]=[CH:15][C:14]([C:17]2[C:18]([C:23]#[N:24])=[CH:19][CH:20]=[CH:21][CH:22]=2)=[CH:13][CH:12]=1.[H-].[Na+].CN(C)C=O.Br[CH2:35][C:36]1[S:37][CH:38]=[CH:39][CH:40]=1. The catalyst is C(OCC)(=O)C. The product is [CH3:1][O:2][CH2:3][C:4]1[N:5]=[C:6]([CH3:26])[N:7]([CH2:35][C:36]2[S:37][CH:38]=[CH:39][CH:40]=2)[C:8](=[O:25])[C:9]=1[CH2:10][C:11]1[CH:16]=[CH:15][C:14]([C:17]2[C:18]([C:23]#[N:24])=[CH:19][CH:20]=[CH:21][CH:22]=2)=[CH:13][CH:12]=1. The yield is 0.530.